This data is from Peptide-MHC class I binding affinity with 185,985 pairs from IEDB/IMGT. The task is: Regression. Given a peptide amino acid sequence and an MHC pseudo amino acid sequence, predict their binding affinity value. This is MHC class I binding data. The peptide sequence is QPAPQQGQL. The MHC is HLA-A02:03 with pseudo-sequence HLA-A02:03. The binding affinity (normalized) is 0.364.